From a dataset of Full USPTO retrosynthesis dataset with 1.9M reactions from patents (1976-2016). Predict the reactants needed to synthesize the given product. Given the product [OH:19][C:15]1[CH:16]=[C:17]2[C:12](=[CH:13][CH:14]=1)[O:11][C:10](=[O:20])[CH:9]=[CH:18]2, predict the reactants needed to synthesize it. The reactants are: P(N)(=O)([O-])[O-].N([C:9]1[C:10](=[O:20])[O:11][C:12]2[C:17]([CH:18]=1)=[CH:16][C:15]([OH:19])=[CH:14][CH:13]=2)=[N+]=[N-].O=C1O[C@H]([C@H](CO)O)C([O-])=C1O.[Na+].O.